Dataset: Reaction yield outcomes from USPTO patents with 853,638 reactions. Task: Predict the reaction yield, written as a fraction of the theoretical maximum amount of product (1.0 means a 100% yield; for example, 0.34 means a 34% yield). (1) The reactants are [C:1]([O:4][CH2:5][C:6]1[C:11]([N:12]2[CH2:25][CH2:24][N:15]3[C:16]4[CH2:17][CH2:18][CH2:19][CH2:20][C:21]=4[C:22]([F:23])=[C:14]3[C:13]2=[O:26])=[CH:10][C:9]([F:27])=[CH:8][C:7]=1Br)(=[O:3])[CH3:2].[CH3:29][N:30]1[CH:35]=[C:34](B2OC(C)(C)C(C)(C)O2)[CH:33]=[C:32]([NH:45][C:46]2[CH:51]=[CH:50][C:49]([N:52]3[CH2:57][CH2:56][N:55]([CH:58]4[CH2:61][O:60][CH2:59]4)[CH2:54][C@@H:53]3[CH3:62])=[CH:48][N:47]=2)[C:31]1=[O:63].[O-]P([O-])([O-])=O.[K+].[K+].[K+].C1COCC1. The catalyst is C1C=CC(P(C2C=CC=CC=2)[C-]2C=CC=C2)=CC=1.C1C=CC(P(C2C=CC=CC=2)[C-]2C=CC=C2)=CC=1.Cl[Pd]Cl.[Fe+2].O. The product is [C:1]([O:4][CH2:5][C:6]1[C:7]([C:34]2[CH:33]=[C:32]([NH:45][C:46]3[CH:51]=[CH:50][C:49]([N:52]4[CH2:57][CH2:56][N:55]([CH:58]5[CH2:59][O:60][CH2:61]5)[CH2:54][C@@H:53]4[CH3:62])=[CH:48][N:47]=3)[C:31](=[O:63])[N:30]([CH3:29])[CH:35]=2)=[CH:8][C:9]([F:27])=[CH:10][C:11]=1[N:12]1[CH2:25][CH2:24][N:15]2[C:16]3[CH2:17][CH2:18][CH2:19][CH2:20][C:21]=3[C:22]([F:23])=[C:14]2[C:13]1=[O:26])(=[O:3])[CH3:2]. The yield is 0.370. (2) The yield is 0.730. The reactants are [Br:1][C:2]1[CH:3]=[C:4]([NH:10][C:11]2[CH:16]=[CH:15][C:14]([N:17]3[CH2:22][CH2:21][NH:20][CH2:19][C@@H:18]3[CH3:23])=[CH:13][N:12]=2)[C:5](=[O:9])[N:6]([CH3:8])[CH:7]=1.[O:24]1[CH2:27][C:26](=O)[CH2:25]1.[BH3-]C#N.[Na+].O. The product is [Br:1][C:2]1[CH:3]=[C:4]([NH:10][C:11]2[CH:16]=[CH:15][C:14]([N:17]3[CH2:22][CH2:21][N:20]([CH:26]4[CH2:27][O:24][CH2:25]4)[CH2:19][C@@H:18]3[CH3:23])=[CH:13][N:12]=2)[C:5](=[O:9])[N:6]([CH3:8])[CH:7]=1. The catalyst is CO.[Cl-].[Zn+2].[Cl-]. (3) The product is [O:61]=[C:60]1[C:59]2[C:54](=[CH:55][CH:56]=[CH:57][CH:58]=2)[C:53](=[O:62])[N:52]1[CH2:51][C@H:35]1[N:36]([S:38]([C:41]2[CH:50]=[CH:49][C:48]3[C:43](=[CH:44][CH:45]=[CH:46][CH:47]=3)[CH:42]=2)(=[O:40])=[O:39])[CH2:37][C@H:33]([O:29][S:28]([CH3:27])(=[O:31])=[O:30])[CH2:34]1. The reactants are C(N(CC)CC)C.C1(P(C2C=CC=CC=2)C2C=CC=CC=2)C=CC=CC=1.[CH3:27][S:28]([OH:31])(=[O:30])=[O:29].O[C@H:33]1[CH2:37][N:36]([S:38]([C:41]2[CH:50]=[CH:49][C:48]3[C:43](=[CH:44][CH:45]=[CH:46][CH:47]=3)[CH:42]=2)(=[O:40])=[O:39])[C@H:35]([CH2:51][N:52]2[C:60](=[O:61])[C:59]3[C:54](=[CH:55][CH:56]=[CH:57][CH:58]=3)[C:53]2=[O:62])[CH2:34]1.CC(OC(/N=N/C(OC(C)C)=O)=O)C. The yield is 0.900. The catalyst is C1(C)C=CC=CC=1.C1(C)C=CC=CC=1.C1COCC1.CCOC(C)=O.O. (4) The reactants are [Br:1][C:2]1[CH:7]=[C:6]([F:8])[C:5]([F:9])=[CH:4][C:3]=1[OH:10].Cl[C:12]([F:17])([F:16])C([O-])=O.[Na+].C(=O)([O-])[O-].[K+].[K+]. The catalyst is CN(C=O)C.O.C(Cl)Cl. The product is [Br:1][C:2]1[CH:7]=[C:6]([F:8])[C:5]([F:9])=[CH:4][C:3]=1[O:10][CH:12]([F:17])[F:16]. The yield is 0.610.